From a dataset of Reaction yield outcomes from USPTO patents with 853,638 reactions. Predict the reaction yield, written as a fraction of the theoretical maximum amount of product (1.0 means a 100% yield; for example, 0.34 means a 34% yield). The reactants are [NH2:1][C@@H:2]([CH2:10][C:11]1[CH:16]=[CH:15][C:14]([C:17]2[N:22]=[CH:21][C:20]([C:23]3[CH:28]=[CH:27][C:26]([O:29][CH2:30][CH2:31][CH2:32][CH2:33][CH2:34][CH2:35][CH3:36])=[CH:25][CH:24]=3)=[CH:19][N:18]=2)=[CH:13][CH:12]=1)[C:3]([O:5]C(C)(C)C)=[O:4].[C:37]([C:41]1[CH:49]=[CH:48][C:44]([C:45]([OH:47])=O)=[CH:43][CH:42]=1)([CH3:40])([CH3:39])[CH3:38].C(N(C(C)C)C(C)C)C.CN(C(ON1N=NC2C=CC=NC1=2)=[N+](C)C)C.F[P-](F)(F)(F)(F)F. The catalyst is CN(C=O)C.O. The product is [C:37]([C:41]1[CH:42]=[CH:43][C:44]([C:45]([NH:1][C@@H:2]([CH2:10][C:11]2[CH:12]=[CH:13][C:14]([C:17]3[N:22]=[CH:21][C:20]([C:23]4[CH:28]=[CH:27][C:26]([O:29][CH2:30][CH2:31][CH2:32][CH2:33][CH2:34][CH2:35][CH3:36])=[CH:25][CH:24]=4)=[CH:19][N:18]=3)=[CH:15][CH:16]=2)[C:3]([OH:5])=[O:4])=[O:47])=[CH:48][CH:49]=1)([CH3:38])([CH3:39])[CH3:40]. The yield is 0.850.